The task is: Predict the reaction yield, written as a fraction of the theoretical maximum amount of product (1.0 means a 100% yield; for example, 0.34 means a 34% yield).. This data is from Reaction yield outcomes from USPTO patents with 853,638 reactions. (1) The reactants are [NH:1]1[CH2:6][CH2:5][CH2:4][CH:3]([S:7]([N:10]2[CH2:15][CH2:14][O:13][CH2:12][CH2:11]2)(=[O:9])=[O:8])[CH2:2]1.O=[C:17]1[CH2:22][CH2:21][N:20]([C:23]([O:25][C:26]([CH3:29])([CH3:28])[CH3:27])=[O:24])[CH2:19][CH2:18]1.C([BH3-])#N.[Na+].O. The catalyst is C(O)C.CC(O[Ti](OC(C)C)(OC(C)C)OC(C)C)C. The product is [C:26]([O:25][C:23]([N:20]1[CH2:21][CH2:22][CH:17]([N:1]2[CH2:6][CH2:5][CH2:4][CH:3]([S:7]([N:10]3[CH2:11][CH2:12][O:13][CH2:14][CH2:15]3)(=[O:8])=[O:9])[CH2:2]2)[CH2:18][CH2:19]1)=[O:24])([CH3:29])([CH3:27])[CH3:28]. The yield is 0.410. (2) The reactants are [CH3:1][O:2][C:3]1[CH:4]=[CH:5][CH:6]=[C:7]2[C:11]=1[C:10](=O)[CH2:9][CH2:8]2.Cl.[NH2:14][OH:15].C([O-])(=O)C.[Na+]. The catalyst is C(O)C.O. The product is [CH3:1][O:2][C:3]1[CH:4]=[CH:5][CH:6]=[C:7]2[C:11]=1[C:10](=[N:14][OH:15])[CH2:9][CH2:8]2. The yield is 0.980. (3) The reactants are [F:1][C:2]1[CH:7]=[CH:6][C:5]([N:8]2[CH:12]([C:13]3[CH:18]=[CH:17][C:16]([N+:19]([O-])=O)=[CH:15][CH:14]=3)[CH2:11][CH2:10][CH:9]2[C:22]2[CH:27]=[CH:26][C:25]([C:28]3[N:29]=[C:30]([C@@H:33]4[CH2:37][CH2:36][CH2:35][N:34]4[C:38]([O:40][C:41]([CH3:44])([CH3:43])[CH3:42])=[O:39])[NH:31][CH:32]=3)=[CH:24][CH:23]=2)=[CH:4][CH:3]=1.[H][H]. The catalyst is C(O)C.C1COCC1.[Pt](=O)=O. The product is [NH2:19][C:16]1[CH:17]=[CH:18][C:13]([CH:12]2[N:8]([C:5]3[CH:4]=[CH:3][C:2]([F:1])=[CH:7][CH:6]=3)[CH:9]([C:22]3[CH:27]=[CH:26][C:25]([C:28]4[N:29]=[C:30]([C@@H:33]5[CH2:37][CH2:36][CH2:35][N:34]5[C:38]([O:40][C:41]([CH3:44])([CH3:43])[CH3:42])=[O:39])[NH:31][CH:32]=4)=[CH:24][CH:23]=3)[CH2:10][CH2:11]2)=[CH:14][CH:15]=1. The yield is 1.00. (4) The reactants are [CH:1]([Si:4]([CH:13]([CH3:15])[CH3:14])([CH:10]([CH3:12])[CH3:11])[N:5]1[CH:9]=[CH:8][CH:7]=[CH:6]1)([CH3:3])[CH3:2].[Br:16][C:17]1[CH:18]=[C:19]([C:23]#[CH:24])[CH:20]=[CH:21][CH:22]=1. The catalyst is CC#N.C(N(CC)CC)C.C1C=CC([P]([Pd]([P](C2C=CC=CC=2)(C2C=CC=CC=2)C2C=CC=CC=2)([P](C2C=CC=CC=2)(C2C=CC=CC=2)C2C=CC=CC=2)[P](C2C=CC=CC=2)(C2C=CC=CC=2)C2C=CC=CC=2)(C2C=CC=CC=2)C2C=CC=CC=2)=CC=1.[Cu]I. The product is [Br:16][C:17]1[CH:18]=[C:19]([C:23]#[C:24][C:7]2[CH:8]=[CH:9][N:5]([Si:4]([CH:1]([CH3:3])[CH3:2])([CH:10]([CH3:12])[CH3:11])[CH:13]([CH3:15])[CH3:14])[CH:6]=2)[CH:20]=[CH:21][CH:22]=1. The yield is 0.850. (5) The reactants are [CH2:1]1[C:10]2[C:5](=[CH:6][CH:7]=[CH:8][CH:9]=2)[CH2:4][CH2:3][NH:2]1.C([O-])([O-])=O.[K+].[K+].Br[CH2:18][CH:19]1[CH2:21][O:20]1. The catalyst is CC#N. The product is [O:20]1[CH2:21][CH:19]1[CH2:18][N:2]1[CH2:3][CH2:4][C:5]2[C:10](=[CH:9][CH:8]=[CH:7][CH:6]=2)[CH2:1]1. The yield is 0.780. (6) The reactants are [S:1]1[C:5]2[CH:6]=[CH:7][CH:8]=[CH:9][C:4]=2[N:3]=[C:2]1[NH2:10].Cl.Cl[CH2:13][CH2:14][N:15]1[CH2:20][CH2:19][O:18][CH2:17][CH2:16]1.C(N(CC)CC)C. No catalyst specified. The product is [N:15]1([CH2:14][CH2:13][N:3]2[C:4]3[CH:9]=[CH:8][CH:7]=[CH:6][C:5]=3[S:1][C:2]2=[NH:10])[CH2:20][CH2:19][O:18][CH2:17][CH2:16]1. The yield is 0.260. (7) The reactants are [CH3:1][O:2][C:3](=[O:17])/[CH:4]=[CH:5]/[C:6]1[CH:11]=[CH:10][C:9]([CH:12]2[CH2:16][CH2:15][CH2:14][NH:13]2)=[CH:8][CH:7]=1.[C:18](#[N:21])[CH:19]=[CH2:20]. No catalyst specified. The product is [CH3:1][O:2][C:3](=[O:17])/[CH:4]=[CH:5]/[C:6]1[CH:11]=[CH:10][C:9]([CH:12]2[CH2:16][CH2:15][CH2:14][N:13]2[CH2:20][CH2:19][C:18]#[N:21])=[CH:8][CH:7]=1. The yield is 0.980. (8) The reactants are [CH3:1][C:2]1[CH:11]=[CH:10][C:9]2[C:4](=[CH:5][CH:6]=[C:7]([C:12]([OH:14])=O)[CH:8]=2)[N:3]=1.CN(C(ON1N=NC2C=CC=NC1=2)=[N+](C)C)C.F[P-](F)(F)(F)(F)F.[NH2:39][CH2:40][C@@H:41]([OH:53])[CH2:42][N:43]1[CH2:52][CH2:51][C:50]2[C:45](=[CH:46][CH:47]=[CH:48][CH:49]=2)[CH2:44]1. The catalyst is C(Cl)Cl. The product is [CH2:44]1[C:45]2[C:50](=[CH:49][CH:48]=[CH:47][CH:46]=2)[CH2:51][CH2:52][N:43]1[CH2:42][C@H:41]([OH:53])[CH2:40][NH:39][C:12]([C:7]1[CH:8]=[C:9]2[C:4](=[CH:5][CH:6]=1)[N:3]=[C:2]([CH3:1])[CH:11]=[CH:10]2)=[O:14]. The yield is 0.290. (9) The reactants are [CH2:1]1[C:9]2[C:4](=[CH:5][CH:6]=[CH:7][CH:8]=2)[CH2:3][NH:2]1.[F:10][C:11]1[CH:16]=[CH:15][C:14]([C:17]2[O:18][C:19]3[CH:29]=[CH:28][C:27]([C:30]4[CH:31]=[C:32]([CH:36]=[CH:37][CH:38]=4)[C:33](O)=[O:34])=[CH:26][C:20]=3[C:21]=2[C:22](=[O:25])[NH:23][CH3:24])=[CH:13][CH:12]=1.CN(C(ON1N=NC2C=CC=NC1=2)=[N+](C)C)C.F[P-](F)(F)(F)(F)F.CCN(C(C)C)C(C)C. The catalyst is CN(C=O)C.CO. The product is [F:10][C:11]1[CH:16]=[CH:15][C:14]([C:17]2[O:18][C:19]3[CH:29]=[CH:28][C:27]([C:30]4[CH:38]=[CH:37][CH:36]=[C:32]([C:33]([N:2]5[CH2:3][C:4]6[C:9](=[CH:8][CH:7]=[CH:6][CH:5]=6)[CH2:1]5)=[O:34])[CH:31]=4)=[CH:26][C:20]=3[C:21]=2[C:22]([NH:23][CH3:24])=[O:25])=[CH:13][CH:12]=1. The yield is 0.680. (10) The reactants are C(OC(=O)C)(=O)C.[Br:8][C:9]1[S:13][C:12]2=[C:14](C(O)=O)[N:15]=[CH:16][N:11]2[CH:10]=1. The catalyst is ClC1C=CC(Cl)=CC=1Cl.CCCCCC. The product is [Br:8][C:9]1[S:13][C:12]2=[CH:14][N:15]=[CH:16][N:11]2[CH:10]=1. The yield is 0.660.